This data is from Reaction yield outcomes from USPTO patents with 853,638 reactions. The task is: Predict the reaction yield, written as a fraction of the theoretical maximum amount of product (1.0 means a 100% yield; for example, 0.34 means a 34% yield). (1) The reactants are [CH2:1]([O:5][P:6]([C:13]1[CH:17]=[C:16]([I:18])[S:15][C:14]=1I)([O:8][CH2:9][CH2:10][CH2:11][CH3:12])=[O:7])[CH2:2][CH2:3][CH3:4].C([Li])CCC.P([O-])([O-])(O)=O.[Na+].[Na+].P([O-])(O)(O)=O.[Na+]. The catalyst is C1COCC1. The product is [CH2:9]([O:8][P:6]([C:13]1[CH:17]=[C:16]([I:18])[S:15][CH:14]=1)([O:5][CH2:1][CH2:2][CH2:3][CH3:4])=[O:7])[CH2:10][CH2:11][CH3:12]. The yield is 0.790. (2) The reactants are [Br:1][C:2]1[CH:7]=[C:6]([C:8]([CH3:11])([CH3:10])[CH3:9])[CH:5]=[CH:4][C:3]=1[NH2:12].[N+:13]([O-])([O-:15])=[O:14].[K+]. The catalyst is OS(O)(=O)=O. The product is [Br:1][C:2]1[CH:7]=[C:6]([C:8]([CH3:9])([CH3:11])[CH3:10])[C:5]([N+:13]([O-:15])=[O:14])=[CH:4][C:3]=1[NH2:12]. The yield is 0.780. (3) The reactants are Cl.[CH3:2][N:3]([CH3:8])[CH2:4][C:5](O)=[O:6].CN(C(ON1N=NC2C=CC=NC1=2)=[N+](C)C)C.F[P-](F)(F)(F)(F)F.CCN(CC)CC.[NH2:40][C:41]1([C:58]2[CH:63]=[CH:62][CH:61]=[CH:60][CH:59]=2)[C:49]2[C:44](=[CH:45][CH:46]=[C:47]([C:50]3[C:51]([CH3:56])=[N:52][O:53][C:54]=3[CH3:55])[CH:48]=2)[NH:43][C:42]1=[O:57]. The catalyst is C(Cl)Cl.O. The product is [CH3:2][N:3]([CH3:8])[CH2:4][C:5]([NH:40][C:41]1([C:58]2[CH:59]=[CH:60][CH:61]=[CH:62][CH:63]=2)[C:49]2[C:44](=[CH:45][CH:46]=[C:47]([C:50]3[C:51]([CH3:56])=[N:52][O:53][C:54]=3[CH3:55])[CH:48]=2)[NH:43][C:42]1=[O:57])=[O:6]. The yield is 0.400.